This data is from Peptide-MHC class II binding affinity with 134,281 pairs from IEDB. The task is: Regression. Given a peptide amino acid sequence and an MHC pseudo amino acid sequence, predict their binding affinity value. This is MHC class II binding data. (1) The peptide sequence is FCVKVLAPYMPDVLE. The MHC is DRB1_0701 with pseudo-sequence DRB1_0701. The binding affinity (normalized) is 0.699. (2) The peptide sequence is FTVQKGSDPKKLVLN. The MHC is HLA-DPA10201-DPB10101 with pseudo-sequence HLA-DPA10201-DPB10101. The binding affinity (normalized) is 0.0791.